Dataset: Full USPTO retrosynthesis dataset with 1.9M reactions from patents (1976-2016). Task: Predict the reactants needed to synthesize the given product. (1) Given the product [NH2:20][CH2:23][CH2:24][CH2:25][O:26][C:27]1[CH:62]=[CH:61][C:30]([C:31]([C:33]2[CH:38]=[CH:37][C:36]([NH:39][CH2:40][CH2:41][O:42][CH2:43][CH2:44][O:45][CH2:46][CH2:47][O:48][CH2:49][CH2:50][O:51][CH2:52][CH2:53][C:54]([O:56][C:57]([CH3:58])([CH3:60])[CH3:59])=[O:55])=[CH:35][CH:34]=2)=[O:32])=[CH:29][CH:28]=1, predict the reactants needed to synthesize it. The reactants are: C1(P(C2C=CC=CC=2)C2C=CC=CC=2)C=CC=CC=1.[N:20]([CH2:23][CH2:24][CH2:25][O:26][C:27]1[CH:62]=[CH:61][C:30]([C:31]([C:33]2[CH:38]=[CH:37][C:36]([NH:39][CH2:40][CH2:41][O:42][CH2:43][CH2:44][O:45][CH2:46][CH2:47][O:48][CH2:49][CH2:50][O:51][CH2:52][CH2:53][C:54]([O:56][C:57]([CH3:60])([CH3:59])[CH3:58])=[O:55])=[CH:35][CH:34]=2)=[O:32])=[CH:29][CH:28]=1)=[N+]=[N-].O. (2) Given the product [F:1][C:2]1[C:3]([CH2:4][CH2:5][C@H:6]2[CH2:7][NH:8][CH2:9][C@H:10]([CH3:21])[N:11]2[S:12]([C:15]2[CH:16]=[CH:17][CH:18]=[CH:19][CH:20]=2)(=[O:14])=[O:13])=[C:29]([NH:33][C:34](=[O:55])[C@@H:35]([NH:50][C:51](=[O:52])[O:53][CH3:54])[C@@H:36]([C:43]2[CH:44]=[CH:45][C:46]([F:49])=[CH:47][CH:48]=2)[CH:37]2[CH2:42][CH2:41][O:40][CH2:39][CH2:38]2)[CH:30]=[CH:31][CH:32]=1, predict the reactants needed to synthesize it. The reactants are: [F:1][C:2]1[CH:32]=[CH:31][CH:30]=[C:29]([NH:33][C:34](=[O:55])[C@@H:35]([NH:50][C:51]([O:53][CH3:54])=[O:52])[C@@H:36]([C:43]2[CH:48]=[CH:47][C:46]([F:49])=[CH:45][CH:44]=2)[CH:37]2[CH2:42][CH2:41][O:40][CH2:39][CH2:38]2)[C:3]=1[CH2:4][CH2:5][C@@H:6]1[N:11]([S:12]([C:15]2[CH:20]=[CH:19][CH:18]=[CH:17][CH:16]=2)(=[O:14])=[O:13])[C@@H:10]([CH3:21])[CH2:9][N:8](C(OC(C)(C)C)=O)[CH2:7]1.FC(F)(F)C(O)=O.